Dataset: Reaction yield outcomes from USPTO patents with 853,638 reactions. Task: Predict the reaction yield, written as a fraction of the theoretical maximum amount of product (1.0 means a 100% yield; for example, 0.34 means a 34% yield). The reactants are [OH:1][C@@H:2]1[CH2:7][CH2:6][C@H:5]([C:8]([OH:10])=O)[CH2:4][CH2:3]1.CN(C(ON1N=[N:26][C:21]2[CH:22]=[CH:23][CH:24]=CC1=2)=[N+](C)C)C.[B-](F)(F)(F)F.[CH2:33]([N:35](CC)[CH2:36][CH3:37])[CH3:34]. The catalyst is CN(C=O)C.C(OCC)(=O)C. The product is [CH:21]1([N:26]2[CH2:37][CH2:36][N:35]([C:8]([C@H:5]3[CH2:4][CH2:3][C@H:2]([OH:1])[CH2:7][CH2:6]3)=[O:10])[CH2:33][CH2:34]2)[CH2:22][CH2:23][CH2:24]1. The yield is 0.650.